From a dataset of Experimentally validated miRNA-target interactions with 360,000+ pairs, plus equal number of negative samples. Binary Classification. Given a miRNA mature sequence and a target amino acid sequence, predict their likelihood of interaction. (1) The miRNA is hsa-miR-889-3p with sequence UUAAUAUCGGACAACCAUUGU. The protein sequence of the target gene is MNVIYFPLHIFVVYSRAYTSLVLVGCTNLCAVLFARCLDDHLVSLRMSGSRKEFDVKQILKIRWRWFGHQASSPNSTVDSQQGEFWNRGQTGANGGRKFLDPCSLQLPLASIGYRRSSQLDFQNSPSWPMASTSEVPAFEFTAEDCGGAHWLDRPEVDDGTSEEENESDSSSCRTSNSSQTLSSCHTMEPCTSDEFFQALNHAEQTFKKMENYLRHKQLCDVILVAGDRRIPAHRLVLSSVSDYFAAMFTNDVREARQEEIKMEGVEPNSLWSLIQYAYTGRLELKEDNIECLLSTACLL.... Result: 1 (interaction). (2) The miRNA is hsa-miR-6853-3p with sequence UGUUCAUUGGAACCCUGCGCAG. The protein sequence of the target gene is MSIFCLAAYFWLTMVGGVMADNPERYSANLSSHMEDFTPFPGTEINFLGTTHRPPNLALPSNGSMHGYCPQQTKITTAFKYINTVISCTIFIVGMVGNATLLRIIYQNKCMRNGPNALIASLALGDLIYVVIDLPINVFKLLAGRWPFDHNDFGVFLCKLFPFLQKSSVGITVLNLCALSVDRYRAVASWSRVQGIGIPLITAIEIVSIWILSFILAIPEAIGFVMVPFEYKGELHRTCMLNATSKFMEFYQDVKDWWLFGFYFCMPLVCTAIFYTLMTCEMLNRRNGSLRIALSEHLKQ.... Result: 0 (no interaction). (3) The miRNA is hsa-miR-558 with sequence UGAGCUGCUGUACCAAAAU. The protein sequence of the target gene is MEANMPKRKEPGRSLRIKVISMGNAEVGKSCIIKRYCEKRFVSKYLATIGIDYGVTKVHVRDREIKVNIFDMAGHPFFYEVRNEFYKDTQGVILVYDVGQKDSFDALDAWLAEMKQELGPHGNMENIIFVVCANKIDCTKHRCVDESEGRLWAESKGFLYFETSAQTGEGINEMFQTFYISIVDLCENGGKRPTTNSSASFTKEQADAIRRIRNSKDSWDMLGVKPGASRDEVNKAYRKLAVLLHPDKCVAPGSEDAFKAVVNARTALLKNIK. Result: 0 (no interaction).